Dataset: Full USPTO retrosynthesis dataset with 1.9M reactions from patents (1976-2016). Task: Predict the reactants needed to synthesize the given product. (1) The reactants are: C([O:5][C@@H:6]([CH3:35])[C@H:7]([NH:18][C:19](=[O:34])[C:20]1[CH:25]=[CH:24][C:23]([C:26]([N:28]2[CH2:32][CH:31]=[CH:30][CH2:29]2)=[O:27])=[C:22]([CH3:33])[CH:21]=1)[C:8]1[NH:12][C:11]2[CH:13]=[CH:14][C:15]([Cl:17])=[CH:16][C:10]=2[N:9]=1)(C)(C)C.FC(F)(F)C(O)=O.ClCl. Given the product [Cl:17][C:15]1[CH:14]=[CH:13][C:11]2[NH:12][C:8]([C@@H:7]([NH:18][C:19](=[O:34])[C:20]3[CH:25]=[CH:24][C:23]([C:26]([N:28]4[CH2:29][CH:30]=[CH:31][CH2:32]4)=[O:27])=[C:22]([CH3:33])[CH:21]=3)[C@@H:6]([OH:5])[CH3:35])=[N:9][C:10]=2[CH:16]=1, predict the reactants needed to synthesize it. (2) The reactants are: [C:1]([C:5]1[CH:28]=[CH:27][CH:26]=[CH:25][C:6]=1[O:7][CH2:8][CH2:9][N:10]([CH3:24])[C:11](=[O:23])[NH:12][C:13]1[CH:22]=[CH:21][CH:20]=[CH:19][C:14]=1[C:15]([O:17]C)=[O:16])([CH3:4])([CH3:3])[CH3:2].O[Li].O.Cl. Given the product [C:1]([C:5]1[CH:28]=[CH:27][CH:26]=[CH:25][C:6]=1[O:7][CH2:8][CH2:9][N:10]([CH3:24])[C:11](=[O:23])[NH:12][C:13]1[CH:22]=[CH:21][CH:20]=[CH:19][C:14]=1[C:15]([OH:17])=[O:16])([CH3:4])([CH3:2])[CH3:3], predict the reactants needed to synthesize it. (3) Given the product [OH:3][NH:2][C:9](=[O:10])[O:11][C:12]([CH3:15])([CH3:14])[CH3:13], predict the reactants needed to synthesize it. The reactants are: Cl.[NH2:2][OH:3].C([O-])(O)=O.[Na+].[C:9](O[C:9]([O:11][C:12]([CH3:15])([CH3:14])[CH3:13])=[O:10])([O:11][C:12]([CH3:15])([CH3:14])[CH3:13])=[O:10]. (4) Given the product [CH3:1][C:2]1[CH:6]=[CH:5][N:4]([C:7]([O:9][C:10]([CH3:13])([CH3:12])[CH3:11])=[O:8])[N:3]=1, predict the reactants needed to synthesize it. The reactants are: [CH3:1][C:2]1[CH:6]=[CH:5][NH:4][N:3]=1.[C:7](O[C:7]([O:9][C:10]([CH3:13])([CH3:12])[CH3:11])=[O:8])([O:9][C:10]([CH3:13])([CH3:12])[CH3:11])=[O:8]. (5) The reactants are: [CH2:1]([C:3]1[S:29][C:6]2[N:7]([CH2:14][C:15]3[CH:20]=[CH:19][C:18]([C:21]4[C:22]([C:27]#[N:28])=[CH:23][CH:24]=[CH:25][CH:26]=4)=[CH:17][CH:16]=3)[C:8](=[O:13])[CH2:9][NH:10][C:11](=[O:12])[C:5]=2[CH:4]=1)[CH3:2].Br[CH2:31][C:32]1[CH:37]=[CH:36][C:35]([F:38])=[CH:34][CH:33]=1.CN(C)C=O.[H-].[Na+]. Given the product [CH2:1]([C:3]1[S:29][C:6]2[N:7]([CH2:14][C:15]3[CH:20]=[CH:19][C:18]([C:21]4[C:22]([C:27]#[N:28])=[CH:23][CH:24]=[CH:25][CH:26]=4)=[CH:17][CH:16]=3)[C:8](=[O:13])[CH2:9][N:10]([CH2:31][C:32]3[CH:37]=[CH:36][C:35]([F:38])=[CH:34][CH:33]=3)[C:11](=[O:12])[C:5]=2[CH:4]=1)[CH3:2], predict the reactants needed to synthesize it. (6) Given the product [Cl:15][C:10]1[CH:11]=[CH:12][C:13]2[C:14]3[C:2]([NH:79][C@H:74]([CH:71]4[CH2:73][CH2:72]4)[C:75]([F:78])([F:77])[F:76])=[N:3][CH:4]=[C:5]([C:16]#[N:17])[C:6]=3[NH:7][C:8]=2[CH:9]=1, predict the reactants needed to synthesize it. The reactants are: Cl[C:2]1[C:14]2[C:13]3[CH:12]=[CH:11][C:10]([Cl:15])=[CH:9][C:8]=3[NH:7][C:6]=2[C:5]([C:16]#[N:17])=[CH:4][N:3]=1.C1C=CC(P(C2C(C3C(P(C4C=CC=CC=4)C4C=CC=CC=4)=CC=C4C=3C=CC=C4)=C3C(C=CC=C3)=CC=2)C2C=CC=CC=2)=CC=1.CC(C)([O-])C.[Na+].[Cl-].[CH:71]1([C@@H:74]([NH3+:79])[C:75]([F:78])([F:77])[F:76])[CH2:73][CH2:72]1. (7) Given the product [CH3:1][O:2][C:3]1[C:4]([N+:11]([O-:13])=[O:12])=[C:5]([CH:8]=[CH:9][CH:10]=1)[C:6]#[N:15], predict the reactants needed to synthesize it. The reactants are: [CH3:1][O:2][C:3]1[C:4]([N+:11]([O-:13])=[O:12])=[C:5]([CH:8]=[CH:9][CH:10]=1)[CH:6]=O.[OH-].[NH4+:15].II.[O-]S([O-])=O.[Na+].[Na+]. (8) Given the product [CH3:1][O:2][C:3]1[CH:4]=[CH:5][C:6]([C:9]2[N:10]=[C:11]([NH:14][S:24]([C:21]3[CH:22]=[CH:23][C:18]([CH2:15][CH2:16][CH3:17])=[CH:19][CH:20]=3)(=[O:26])=[O:25])[S:12][CH:13]=2)=[CH:7][CH:8]=1, predict the reactants needed to synthesize it. The reactants are: [CH3:1][O:2][C:3]1[CH:8]=[CH:7][C:6]([C:9]2[N:10]=[C:11]([NH2:14])[S:12][CH:13]=2)=[CH:5][CH:4]=1.[CH2:15]([C:18]1[CH:23]=[CH:22][C:21]([S:24](Cl)(=[O:26])=[O:25])=[CH:20][CH:19]=1)[CH2:16][CH3:17]. (9) The reactants are: Br[C:2]1[CH:3]=[C:4]([O:10]C)[C:5]([O:8]C)=[N:6][CH:7]=1.[C:12]1(B(O)O)[CH:17]=[CH:16][CH:15]=[CH:14][CH:13]=1.C([O-])([O-])=O.[K+].[K+]. Given the product [C:12]1([C:2]2[CH:3]=[C:4]([OH:10])[C:5](=[O:8])[NH:6][CH:7]=2)[CH:17]=[CH:16][CH:15]=[CH:14][CH:13]=1, predict the reactants needed to synthesize it. (10) Given the product [C:2]([O:5][C:10]([CH:7]1[CH2:9][CH2:8]1)=[O:11])([CH3:4])([CH3:3])[CH3:1], predict the reactants needed to synthesize it. The reactants are: [CH3:1][C:2]([O-:5])([CH3:4])[CH3:3].[K+].[CH:7]1([C:10](Cl)=[O:11])[CH2:9][CH2:8]1.C([O-])(O)=O.[Na+].